This data is from Forward reaction prediction with 1.9M reactions from USPTO patents (1976-2016). The task is: Predict the product of the given reaction. (1) The product is: [N:9]1([C:5]2[S:6][CH:7]=[CH:8][C:4]=2[NH2:1])[CH:13]=[N:12][CH:11]=[N:10]1. Given the reactants [N+:1]([C:4]1[CH:8]=[CH:7][S:6][C:5]=1[N:9]1[CH:13]=[N:12][CH:11]=[N:10]1)([O-])=O.[Cl-].[NH4+], predict the reaction product. (2) The product is: [Al+3:42].[CH2:44]([P:46]([O-:48])[O-:47])[CH3:45].[CH2:51]([P:53]([O-:55])[O-:54])[CH3:52].[CH2:58]([P:60]([O-:62])[O-:61])[CH3:59].[Al+3:42]. Given the reactants O.[PH2]([O-])=O.[Na+].C=C.C([O-])([O-])=O.C([O-])([O-])=O.OO.OO.OO.[Na+].[Na+].[Na+].[Na+].C(N(C(=O)C)CCN(C(=O)C)C(=O)C)(=O)C.[Al:42].[Al+3].[CH2:44]([P:46](CC)(=[O:48])[O-:47])[CH3:45].[CH2:51]([P:53](CC)(=[O:55])[O-:54])[CH3:52].[CH2:58]([P:60](CC)(=[O:62])[O-:61])[CH3:59], predict the reaction product. (3) Given the reactants Cl[C:2]1[N:7]=[C:6]([C:8]2[CH:13]=[CH:12][CH:11]=[C:10]([Cl:14])[CH:9]=2)[N:5]=[C:4]([CH2:15][CH3:16])[N:3]=1.[NH2:17][C:18]1[CH:23]=[CH:22][C:21]([CH2:24][CH2:25][CH2:26][OH:27])=[CH:20][CH:19]=1, predict the reaction product. The product is: [Cl:14][C:10]1[CH:9]=[C:8]([C:6]2[N:5]=[C:4]([CH2:15][CH3:16])[N:3]=[C:2]([NH:17][C:18]3[CH:19]=[CH:20][C:21]([CH2:24][CH2:25][CH2:26][OH:27])=[CH:22][CH:23]=3)[N:7]=2)[CH:13]=[CH:12][CH:11]=1. (4) The product is: [F:17][C:18]1[CH:19]=[C:20]([C:2]2[N:7]=[C:6]([S:8][CH3:9])[N:5]=[C:4]([N:10]3[CH2:15][CH2:14][O:13][CH2:12][C@@H:11]3[CH3:16])[CH:3]=2)[CH:21]=[N:22][CH:23]=1. Given the reactants Cl[C:2]1[N:7]=[C:6]([S:8][CH3:9])[N:5]=[C:4]([N:10]2[CH2:15][CH2:14][O:13][CH2:12][C@@H:11]2[CH3:16])[CH:3]=1.[F:17][C:18]1[CH:19]=[C:20](B2OC(C)(C)C(C)(C)O2)[CH:21]=[N:22][CH:23]=1.C(=O)([O-])[O-].[Na+].[Na+], predict the reaction product. (5) The product is: [CH:1]1([N:6]2[CH2:12][C:11]([F:13])([F:14])[C:10](=[O:15])[N:9]([CH3:16])[C:8]3[CH:17]=[N:18][C:19]([NH:21][C:22]4[C:30]([O:31][CH3:32])=[CH:29][C:25]([C:26]([NH:46][C:45]5[CH:47]=[CH:48][CH:49]=[C:43]([CH2:42][N:39]6[CH2:38][CH2:37][N:36]([CH3:35])[CH2:41][CH2:40]6)[CH:44]=5)=[O:27])=[C:24]([F:33])[CH:23]=4)=[N:20][C:7]2=3)[CH2:2][CH2:3][CH2:4][CH2:5]1. Given the reactants [CH:1]1([N:6]2[CH2:12][C:11]([F:14])([F:13])[C:10](=[O:15])[N:9]([CH3:16])[C:8]3[CH:17]=[N:18][C:19]([NH:21][C:22]4[C:30]([O:31][CH3:32])=[CH:29][C:25]([C:26](O)=[O:27])=[C:24]([F:33])[CH:23]=4)=[N:20][C:7]2=3)[CH2:5][CH2:4][CH2:3][CH2:2]1.Cl.[CH3:35][N:36]1[CH2:41][CH2:40][N:39]([CH2:42][C:43]2[CH:44]=[C:45]([CH:47]=[CH:48][CH:49]=2)[NH2:46])[CH2:38][CH2:37]1, predict the reaction product. (6) Given the reactants [Cl:1][C:2]1[CH:7]=[CH:6][C:5]([C:8]2[C:9]([OH:14])=[CH:10][CH:11]=[CH:12][CH:13]=2)=[C:4]([CH3:15])[CH:3]=1.C(=O)([O-])[O-].[K+].[K+].C(Br)C=C.[CH2:26]([O:29]CC=C)[CH:27]=[CH2:28].C(C1C(C(F)(F)F)=CC=C(Cl)C=1O)C=C.C(C1C=CC=C(C2C=CC(Cl)=CC=2C)C=1O)C=C.ClC1C=C(C=CC=1)C(OO)=O.ClC1C2OC(CO)CC=2C(C(F)(F)F)=CC=1, predict the reaction product. The product is: [Cl:1][C:2]1[CH:7]=[CH:6][C:5]([C:8]2[C:9]3[O:14][CH:27]([CH2:26][OH:29])[CH2:28][C:10]=3[CH:11]=[CH:12][CH:13]=2)=[C:4]([CH3:15])[CH:3]=1. (7) Given the reactants [F:1][C:2]([F:34])([F:33])[C:3]1[CH:4]=[C:5]([C@H:13]2[O:17][C:16](=[O:18])[N:15]3[C@H:19]([C:22]4[C:27]([Br:28])=[CH:26][C:25](I)=[C:24]([N:30]([CH3:32])[CH3:31])[N:23]=4)[CH2:20][CH2:21][C@@H:14]23)[CH:6]=[C:7]([C:9]([F:12])([F:11])[F:10])[CH:8]=1.[C:35](B1OC(C)(C)C(C)(C)O1)([CH3:37])=[CH2:36].C(=O)([O-])[O-].[K+].[K+], predict the reaction product. The product is: [F:1][C:2]([F:34])([F:33])[C:3]1[CH:4]=[C:5]([C@H:13]2[O:17][C:16](=[O:18])[N:15]3[C@H:19]([C:22]4[C:27]([Br:28])=[CH:26][C:25]([C:35]([CH3:37])=[CH2:36])=[C:24]([N:30]([CH3:32])[CH3:31])[N:23]=4)[CH2:20][CH2:21][C@@H:14]23)[CH:6]=[C:7]([C:9]([F:12])([F:11])[F:10])[CH:8]=1.